This data is from Forward reaction prediction with 1.9M reactions from USPTO patents (1976-2016). The task is: Predict the product of the given reaction. (1) The product is: [CH3:10][N:11]([CH3:15])[C:12](=[O:13])[O:1][C:2]1[CH:9]=[CH:8][C:5]([CH:6]=[O:7])=[CH:4][CH:3]=1. Given the reactants [OH:1][C:2]1[CH:9]=[CH:8][C:5]([CH:6]=[O:7])=[CH:4][CH:3]=1.[CH3:10][N:11]([CH3:15])[C:12](Cl)=[O:13].Cl.C(OCC)(=O)C, predict the reaction product. (2) Given the reactants C(Cl)(=O)C(Cl)=O.CS(C)=O.[OH:11][CH:12]([C:21]1[CH:22]=[C:23]2[C:27](=[CH:28][CH:29]=1)[N:26]([CH2:30][O:31][CH2:32][CH2:33][Si:34]([CH3:37])([CH3:36])[CH3:35])[CH:25]=[CH:24]2)[C:13]1[CH:20]=[CH:19][CH:18]=[CH:17][C:14]=1[C:15]#[N:16].C(N(CC)CC)C, predict the reaction product. The product is: [CH3:35][Si:34]([CH3:37])([CH3:36])[CH2:33][CH2:32][O:31][CH2:30][N:26]1[C:27]2[C:23](=[CH:22][C:21]([C:12]([C:13]3[CH:20]=[CH:19][CH:18]=[CH:17][C:14]=3[C:15]#[N:16])=[O:11])=[CH:29][CH:28]=2)[CH:24]=[CH:25]1. (3) Given the reactants Br[C:2]1[N:3]=[C:4]([O:29][CH3:30])[C:5]([N:9](COCC[Si](C)(C)C)[S:10]([C:13]2[CH:18]=[CH:17][CH:16]=[C:15]([Cl:19])[C:14]=2[Cl:20])(=[O:12])=[O:11])=[N:6][C:7]=1[Cl:8].CC(OC(=O)[NH:37][C@H:38]([C:41]1[O:45][N:44]=[C:43]([CH3:46])[N:42]=1)[CH2:39][SH:40])(C)C.C(N(CC)C(C)C)(C)C.FC(F)(F)C(O)=O, predict the reaction product. The product is: [NH2:37][C@H:38]([C:41]1[O:45][N:44]=[C:43]([CH3:46])[N:42]=1)[CH2:39][S:40][C:2]1[N:3]=[C:4]([O:29][CH3:30])[C:5]([NH:9][S:10]([C:13]2[CH:18]=[CH:17][CH:16]=[C:15]([Cl:19])[C:14]=2[Cl:20])(=[O:11])=[O:12])=[N:6][C:7]=1[Cl:8]. (4) Given the reactants Br[CH2:2][C:3]1[CH:8]=[CH:7][C:6]([CH2:9][CH2:10][N:11]2[CH:16]=[CH:15][C:14]([O:17][CH2:18][C:19]3[CH:24]=[CH:23][CH:22]=[CH:21][C:20]=3[F:25])=[CH:13][C:12]2=[O:26])=[CH:5][CH:4]=1.[NH:27]1[CH2:31][CH2:30][CH2:29][CH2:28]1, predict the reaction product. The product is: [F:25][C:20]1[CH:21]=[CH:22][CH:23]=[CH:24][C:19]=1[CH2:18][O:17][C:14]1[CH:15]=[CH:16][N:11]([CH2:10][CH2:9][C:6]2[CH:7]=[CH:8][C:3]([CH2:2][N:27]3[CH2:31][CH2:30][CH2:29][CH2:28]3)=[CH:4][CH:5]=2)[C:12](=[O:26])[CH:13]=1. (5) Given the reactants [C:1]([O:5][C:6]([N:8]1[CH2:15][CH2:14][C:11]2([CH2:13][CH2:12]2)[CH2:10][C@H:9]1[C:16](OCC1C=CC=CC=1)=[O:17])=[O:7])([CH3:4])([CH3:3])[CH3:2].[H-].[Al+3].[Li+].[H-].[H-].[H-], predict the reaction product. The product is: [C:1]([O:5][C:6]([N:8]1[CH2:15][CH2:14][C:11]2([CH2:13][CH2:12]2)[CH2:10][C@H:9]1[CH2:16][OH:17])=[O:7])([CH3:4])([CH3:3])[CH3:2]. (6) Given the reactants [Cl-].[Al+3].[Cl-].[Cl-].C(S)CCCCCCCCCCC.[CH3:18][O:19][C:20](=[O:34])[CH2:21][C:22]1[C:26]2[C:27]([F:33])=[CH:28][C:29]([O:31]C)=[CH:30][C:25]=2[S:24][CH:23]=1.Cl, predict the reaction product. The product is: [CH3:18][O:19][C:20](=[O:34])[CH2:21][C:22]1[C:26]2[C:27]([F:33])=[CH:28][C:29]([OH:31])=[CH:30][C:25]=2[S:24][CH:23]=1. (7) Given the reactants [C:1]([O:5][C:6](=[O:40])[N:7]([C@@H:19]1[C@@H:24]([OH:25])[C@H:23]([CH2:26][C:27]2[CH:32]=[C:31]([F:33])[C:30]([NH2:34])=[C:29]([CH2:35][CH:36]=[CH2:37])[CH:28]=2)[CH2:22][S:21](=[O:39])(=[O:38])[CH2:20]1)[CH2:8][C:9]1[CH:14]=[CH:13][CH:12]=[C:11]([C:15]([CH3:18])([CH3:17])[CH3:16])[CH:10]=1)([CH3:4])([CH3:3])[CH3:2], predict the reaction product. The product is: [C:1]([O:5][C:6](=[O:40])[N:7]([C@@H:19]1[C@@H:24]([OH:25])[C@H:23]([CH2:26][C:27]2[CH:28]=[C:29]([CH2:35][CH2:36][CH3:37])[C:30]([NH2:34])=[C:31]([F:33])[CH:32]=2)[CH2:22][S:21](=[O:39])(=[O:38])[CH2:20]1)[CH2:8][C:9]1[CH:14]=[CH:13][CH:12]=[C:11]([C:15]([CH3:18])([CH3:17])[CH3:16])[CH:10]=1)([CH3:2])([CH3:3])[CH3:4].